This data is from Reaction yield outcomes from USPTO patents with 853,638 reactions. The task is: Predict the reaction yield, written as a fraction of the theoretical maximum amount of product (1.0 means a 100% yield; for example, 0.34 means a 34% yield). (1) The reactants are [CH2:1]([CH2:3][NH2:4])[OH:2].[Br:5][C:6]1[C:7]([C:13]#[N:14])=[N:8][CH:9]=[C:10](Cl)[N:11]=1.C(N(C(C)C)C(C)C)C. The catalyst is O1CCOCC1. The product is [Br:5][C:6]1[C:7]([C:13]#[N:14])=[N:8][CH:9]=[C:10]([NH:4][CH2:3][CH2:1][OH:2])[N:11]=1. The yield is 0.539. (2) The reactants are [CH:1]1(/[CH:6]=[CH:7]/[CH:8]=[O:9])[CH2:5][CH2:4][CH2:3][CH2:2]1.[N+](C1C=CC(C(O)=O)=CC=1)([O-])=O.C1(C)C=CC=CC=1.[NH:29]1[CH:33]=[C:32]([C:34]2[C:35]3[CH:42]=[CH:41][N:40]([CH2:43][O:44][CH2:45][CH2:46][Si:47]([CH3:50])([CH3:49])[CH3:48])[C:36]=3[N:37]=[CH:38][N:39]=2)[CH:31]=[N:30]1. No catalyst specified. The product is [CH:1]1([C@H:6]([N:29]2[CH:33]=[C:32]([C:34]3[C:35]4[CH:42]=[CH:41][N:40]([CH2:43][O:44][CH2:45][CH2:46][Si:47]([CH3:50])([CH3:49])[CH3:48])[C:36]=4[N:37]=[CH:38][N:39]=3)[CH:31]=[N:30]2)[CH2:7][CH:8]=[O:9])[CH2:5][CH2:4][CH2:3][CH2:2]1. The yield is 0.838. (3) The reactants are [C:1]1([C:7]#[C:8][C:9]2[CH2:13][C:12]3([CH2:18][CH2:17][NH:16][CH2:15][CH2:14]3)[O:11][N:10]=2)[CH:6]=[CH:5][CH:4]=[CH:3][CH:2]=1.Cl[C:20]1[C:25]([N+:26]([O-:28])=[O:27])=[CH:24][CH:23]=[C:22]([CH3:29])[N:21]=1.C(N(CC)CC)C.O. The catalyst is CN(C)C(=O)C. The product is [CH3:29][C:22]1[N:21]=[C:20]([N:16]2[CH2:17][CH2:18][C:12]3([O:11][N:10]=[C:9]([C:8]#[C:7][C:1]4[CH:6]=[CH:5][CH:4]=[CH:3][CH:2]=4)[CH2:13]3)[CH2:14][CH2:15]2)[C:25]([N+:26]([O-:28])=[O:27])=[CH:24][CH:23]=1. The yield is 0.677.